Dataset: Reaction yield outcomes from USPTO patents with 853,638 reactions. Task: Predict the reaction yield, written as a fraction of the theoretical maximum amount of product (1.0 means a 100% yield; for example, 0.34 means a 34% yield). (1) The reactants are [NH:1]1[CH2:5][CH2:4][CH2:3][CH2:2]1.[Br:6][C:7]1[C:12]([F:13])=[CH:11][C:10]([S:14](Cl)(=[O:16])=[O:15])=[C:9]([F:18])[CH:8]=1. No catalyst specified. The product is [Br:6][C:7]1[C:12]([F:13])=[CH:11][C:10]([S:14]([N:1]2[CH2:5][CH2:4][CH2:3][CH2:2]2)(=[O:15])=[O:16])=[C:9]([F:18])[CH:8]=1. The yield is 0.970. (2) The reactants are [Br:1][C:2]1[CH:21]=[CH:20][C:5]([O:6][C:7]2[N:14]=[C:13]([N:15]([CH2:17][CH2:18][OH:19])[CH3:16])[CH:12]=[CH:11][C:8]=2C#N)=[CH:4][C:3]=1[CH:22]=[O:23].[CH3:24][C:25]([Si:28](Cl)([CH3:30])[CH3:29])([CH3:27])[CH3:26].C[CH2:33][N:34](CC)CC. The catalyst is C1COCC1. The product is [Br:1][C:2]1[CH:21]=[CH:20][C:5]([O:6][C:7]2[CH:8]=[CH:11][C:12]([C:33]#[N:34])=[C:13]([N:15]([CH2:17][CH2:18][O:19][Si:28]([C:25]([CH3:27])([CH3:26])[CH3:24])([CH3:30])[CH3:29])[CH3:16])[N:14]=2)=[CH:4][C:3]=1[CH:22]=[O:23]. The yield is 0.850. (3) The catalyst is C(O)(=O)C.C(OCC)(=O)C. The reactants are [CH2:1]([C:5]1[N:6]([CH2:13][C:14]2[CH:19]=[CH:18][C:17]([C:20]3[C:21]([C:26]#[N:27])=[CH:22][CH:23]=[CH:24][CH:25]=3)=[CH:16][C:15]=2[F:28])[C:7](=[O:12])[CH:8]=[C:9]([CH3:11])[N:10]=1)[CH2:2][CH2:3][CH3:4].C([O-])(=O)C.[Na+].[Br:34]Br. The product is [Br:34][C:8]1[C:7](=[O:12])[N:6]([CH2:13][C:14]2[CH:19]=[CH:18][C:17]([C:20]3[C:21]([C:26]#[N:27])=[CH:22][CH:23]=[CH:24][CH:25]=3)=[CH:16][C:15]=2[F:28])[C:5]([CH2:1][CH2:2][CH2:3][CH3:4])=[N:10][C:9]=1[CH3:11]. The yield is 0.600. (4) The reactants are [Si:1]([O:8][CH:9]1[C:17]2[S:16][C:15]([C:18]3[CH:23]=[CH:22][C:21]([N:24]([CH3:26])[CH3:25])=[CH:20][C:19]=3[C:27](=[O:29])[CH3:28])=[N:14][C:13]=2[CH2:12][CH2:11][CH2:10]1)([C:4]([CH3:7])([CH3:6])[CH3:5])([CH3:3])[CH3:2].[Br:30]Br. The catalyst is C(Cl)Cl. The product is [Br:30][C:22]1[C:21]([N:24]([CH3:25])[CH3:26])=[CH:20][C:19]([C:27](=[O:29])[CH3:28])=[C:18]([C:15]2[S:16][C:17]3[CH:9]([O:8][Si:1]([C:4]([CH3:7])([CH3:5])[CH3:6])([CH3:3])[CH3:2])[CH2:10][CH2:11][CH2:12][C:13]=3[N:14]=2)[CH:23]=1.[Br:30][C:20]1[C:21]([N:24]([CH3:25])[CH3:26])=[CH:22][CH:23]=[C:18]([C:15]2[S:16][C:17]3[CH:9]([O:8][Si:1]([C:4]([CH3:7])([CH3:5])[CH3:6])([CH3:3])[CH3:2])[CH2:10][CH2:11][CH2:12][C:13]=3[N:14]=2)[C:19]=1[C:27](=[O:29])[CH3:28]. The yield is 0.640. (5) The reactants are [N:1]1([S:7]([C:10]2[CH:11]=[C:12]([CH:17]=[CH:18][CH:19]=2)[C:13]([NH:15][NH2:16])=[O:14])(=[O:9])=[O:8])[CH2:6][CH2:5][CH2:4][CH2:3][CH2:2]1.[Cl:20][C:21]1[CH:22]=[CH:23][C:24]([OH:30])=[C:25]([C:27](=O)[CH3:28])[CH:26]=1. The catalyst is CO.C(O)(=O)C. The product is [Cl:20][C:21]1[CH:22]=[CH:23][C:24]([OH:30])=[C:25](/[C:27](=[N:16]/[NH:15][C:13](=[O:14])[C:12]2[CH:17]=[CH:18][CH:19]=[C:10]([S:7]([N:1]3[CH2:2][CH2:3][CH2:4][CH2:5][CH2:6]3)(=[O:8])=[O:9])[CH:11]=2)/[CH3:28])[CH:26]=1. The yield is 0.539. (6) The reactants are [NH2:1][C:2]1[CH:3]=[C:4]([C:13]([O:15][CH2:16][CH3:17])=[O:14])[CH:5]=[C:6]2[C:10]=1[NH:9][CH:8]=[C:7]2[CH2:11][CH3:12].N1C=CC=CC=1.[Cl:24][CH2:25][CH2:26][CH2:27][CH2:28][S:29](Cl)(=[O:31])=[O:30]. The catalyst is C(Cl)Cl.CN(C1C=CN=CC=1)C.CCOC(C)=O. The product is [Cl:24][CH2:25][CH2:26][CH2:27][CH2:28][S:29]([NH:1][C:2]1[CH:3]=[C:4]([C:13]([O:15][CH2:16][CH3:17])=[O:14])[CH:5]=[C:6]2[C:10]=1[NH:9][CH:8]=[C:7]2[CH2:11][CH3:12])(=[O:31])=[O:30]. The yield is 0.920. (7) The reactants are Cl[C:2]1[C:7]([N+:8]([O-:10])=[O:9])=[CH:6][N:5]=[C:4]2[CH:11]=[CH:12][S:13][C:3]=12.OC(C(F)(F)F)=O.[N:21]1([C@@H:26]2[CH2:31][CH2:30][C@H:29]([NH2:32])[CH2:28][CH2:27]2)[CH:25]=[N:24][CH:23]=[N:22]1.C(N(CC)C(C)C)(C)C. The catalyst is C(O)(C)C. The product is [N+:8]([C:7]1[C:2]([NH:32][C@H:29]2[CH2:28][CH2:27][C@@H:26]([N:21]3[CH:25]=[N:24][CH:23]=[N:22]3)[CH2:31][CH2:30]2)=[C:3]2[S:13][CH:12]=[CH:11][C:4]2=[N:5][CH:6]=1)([O-:10])=[O:9]. The yield is 0.200.